Dataset: Full USPTO retrosynthesis dataset with 1.9M reactions from patents (1976-2016). Task: Predict the reactants needed to synthesize the given product. (1) Given the product [OH:1][C:2]1[C:9]([CH:11]([OH:23])[CH2:12][CH2:13][CH2:14][CH2:15][CH2:16][CH2:17][CH2:18][CH2:19][CH2:20][CH2:21][CH3:22])=[C:8]([OH:10])[CH:7]=[CH:6][C:3]=1[CH:4]=[O:5].[OH:1][C:2]1[CH:9]=[C:8]([OH:10])[CH:7]=[CH:6][C:3]=1[CH:4]=[O:5], predict the reactants needed to synthesize it. The reactants are: [OH:1][C:2]1[CH:9]=[C:8]([OH:10])[CH:7]=[CH:6][C:3]=1[CH:4]=[O:5].[CH:11](=[O:23])[CH2:12][CH2:13][CH2:14][CH2:15][CH2:16][CH2:17][CH2:18][CH2:19][CH2:20][CH2:21][CH3:22].[Cl-].[Ca+2].[Cl-].CO.[OH-].[K+].Cl. (2) Given the product [N:9]1([C:4]2[N:5]=[C:6]([Cl:8])[N:7]=[C:2]([NH:16][C@@H:17]3[CH2:22][CH2:21][C@H:20]([C:23]([OH:25])=[O:24])[CH2:19][CH2:18]3)[N:3]=2)[CH2:15][CH2:14][CH2:13][CH2:12][CH2:11][CH2:10]1, predict the reactants needed to synthesize it. The reactants are: Cl[C:2]1[N:7]=[C:6]([Cl:8])[N:5]=[C:4]([N:9]2[CH2:15][CH2:14][CH2:13][CH2:12][CH2:11][CH2:10]2)[N:3]=1.[NH2:16][C@@H:17]1[CH2:22][CH2:21][C@H:20]([C:23]([OH:25])=[O:24])[CH2:19][CH2:18]1.[OH-].[Na+]. (3) Given the product [Cl:4][C:5]1[CH:6]=[N:7][CH:8]=[CH:9][C:10]=1[C:11](=[O:12])[CH3:1], predict the reactants needed to synthesize it. The reactants are: [CH3:1][Mg+].[Br-].[Cl:4][C:5]1[CH:6]=[N:7][CH:8]=[CH:9][C:10]=1[C:11](N(C)OC)=[O:12]. (4) Given the product [F:23][C:24]1[CH:29]=[CH:28][C:27]([CH3:30])=[CH:26][C:25]=1[C:2]1[CH:7]=[N:6][C:5]([N:8]2[C:16]3[C:11](=[CH:12][CH:13]=[C:14]([C:17]([N:61]4[CH2:60][CH2:59][CH2:58][CH2:56]4)=[O:18])[CH:15]=3)[C:10]([S:21]([CH3:22])=[O:39])=[CH:9]2)=[N:4][CH:3]=1, predict the reactants needed to synthesize it. The reactants are: Br[C:2]1[CH:3]=[N:4][C:5]([N:8]2[C:16]3[C:11](=[CH:12][CH:13]=[C:14]([C:17](OC)=[O:18])[CH:15]=3)[C:10]([S:21][CH3:22])=[CH:9]2)=[N:6][CH:7]=1.[F:23][C:24]1[CH:29]=[CH:28][C:27]([CH3:30])=[CH:26][C:25]=1B(O)O.ClC1C=C(C=CC=1)C(OO)=[O:39].[OH-].[Li+].CN(C(ON1N=NC2[CH:58]=[CH:59][CH:60]=[N:61][C:56]1=2)=[N+](C)C)C.F[P-](F)(F)(F)(F)F.N1CCCC1. (5) Given the product [CH3:38][O:37][C:27]1[CH:26]=[CH:25][C:24]([O:12][CH2:11][CH2:10][CH2:9][C:8]2[C:4]([CH2:1][CH2:2][CH3:3])=[N:5][N:6]([C:13]3[CH:18]=[CH:17][C:16]([C:19]([F:21])([F:20])[F:22])=[CH:15][N:14]=3)[CH:7]=2)=[CH:29][C:28]=1[CH2:30][CH2:31][C:32]([OH:34])=[O:33], predict the reactants needed to synthesize it. The reactants are: [CH2:1]([C:4]1[C:8]([CH2:9][CH2:10][CH2:11][OH:12])=[CH:7][N:6]([C:13]2[CH:18]=[CH:17][C:16]([C:19]([F:22])([F:21])[F:20])=[CH:15][N:14]=2)[N:5]=1)[CH2:2][CH3:3].O[C:24]1[CH:25]=[CH:26][C:27]([O:37][CH3:38])=[C:28]([CH2:30][CH2:31][C:32]([O:34]CC)=[O:33])[CH:29]=1.C(P(CCCC)CCCC)CCC.N(C(N1CCCCC1)=O)=NC(N1CCCCC1)=O. (6) Given the product [C:1]([CH2:4][CH2:5][CH2:6][CH2:7][C:8]1[CH:13]=[C:12](/[C:85](=[CH:110]\[CH:111]=[C:112]2\[N:113]([CH2:127][CH2:128][CH2:129][S:130]([O-:133])(=[O:132])=[O:131])[C:114]3[C:119]([C:120]\2([CH3:121])[CH3:122])=[CH:118][C:117]([S:130]([O-:133])(=[O:132])=[O:131])=[CH:116][CH:115]=3)/[CH:86]=[CH:87]/[C:88]2[C:96]([CH3:98])([CH3:97])[C:95]3[C:90](=[CH:91][CH:92]=[C:93]([S:99]([O-:102])(=[O:101])=[O:100])[CH:94]=3)[N+:89]=2[CH2:91][CH2:92][CH2:93][S:99]([O-:102])(=[O:101])=[O:100])[CH:11]=[CH:10][CH:9]=1)([OH:3])=[O:2].[Na+:79].[Na+:79].[Na+:79], predict the reactants needed to synthesize it. The reactants are: [C:1]([CH2:4][CH2:5][CH2:6][CH2:7][C:8]1[CH:9]=[C:10](/C(=C\C=C2\N(CCCS([O-])(=O)=O)C3C=CC4C(S([O-])(=O)=O)=CC(S([O-])(=O)=O)=CC=4C=3C\2(C)C)/C=C/C2C(C)(C)C3C4C=C(S([O-])(=O)=O)C=C(S([O-])(=O)=O)C=4C=CC=3[N+]=2CCCS([O-])(=O)=O)[CH:11]=[CH:12][CH:13]=1)([OH:3])=[O:2].[Na+:79].[Na+].[Na+].[Na+].[Na+].Br/[C:85](=[CH:110]\[CH:111]=[C:112]1\[N:113]([CH2:127][CH2:128][CH2:129][S:130]([O-:133])(=[O:132])=[O:131])[C:114]2[C:119]([C:120]\1([CH3:122])[CH3:121])=[CH:118][C:117](S([O-])(=O)=O)=[CH:116][CH:115]=2)/[CH:86]=[CH:87]/[C:88]1[C:96]([CH3:98])([CH3:97])[C:95]2[C:90](=[CH:91][CH:92]=[C:93]([S:99]([O-:102])(=[O:101])=[O:100])[CH:94]=2)[N+:89]=1CCCS([O-])(=O)=O.[Na+].[Na+].[Na+]. (7) Given the product [Br:42][CH2:18][CH:17]([CH:20]([CH3:22])[CH3:21])[CH2:16][C:13]1[CH:14]=[C:15]2[C:10]([CH:9]=[CH:8][CH:7]=[C:6]2[O:5][CH2:4][CH2:3][O:2][CH3:1])=[CH:11][CH:12]=1, predict the reactants needed to synthesize it. The reactants are: [CH3:1][O:2][CH2:3][CH2:4][O:5][C:6]1[CH:7]=[CH:8][CH:9]=[C:10]2[C:15]=1[CH:14]=[C:13]([CH2:16][CH:17]([CH:20]([CH3:22])[CH3:21])[CH2:18]O)[CH:12]=[CH:11]2.C1(P(C2C=CC=CC=2)C2C=CC=CC=2)C=CC=CC=1.[Br:42]N1C(=O)CCC1=O.